Regression/Classification. Given a drug SMILES string, predict its absorption, distribution, metabolism, or excretion properties. Task type varies by dataset: regression for continuous measurements (e.g., permeability, clearance, half-life) or binary classification for categorical outcomes (e.g., BBB penetration, CYP inhibition). Dataset: hlm. From a dataset of Human liver microsome stability data. (1) The result is 0 (unstable in human liver microsomes). The compound is COc1ccc2c(c1)C[C@H](C(=O)Nc1cc(F)c(-c3cn[nH]c3)cc1OCCN(C)C)NC2. (2) The molecule is CCC(O)CNC(=O)C[C@H](CCC1CCCCC1)NC(=O)c1cc(-c2c(OC)cccc2OC)n(CC(C)C)n1. The result is 1 (stable in human liver microsomes). (3) The molecule is CC(C)N1CCP(=O)(c2ccc(C(F)(F)F)cc2)CC1. The result is 0 (unstable in human liver microsomes). (4) The molecule is Cc1oc(-c2ccccc2)nc1CN1CCC[C@@H](C(=O)NC[C@@H]2CCCO2)C1. The result is 1 (stable in human liver microsomes).